The task is: Regression. Given two drug SMILES strings and cell line genomic features, predict the synergy score measuring deviation from expected non-interaction effect.. This data is from NCI-60 drug combinations with 297,098 pairs across 59 cell lines. (1) Drug 1: CC1=CC2C(CCC3(C2CCC3(C(=O)C)OC(=O)C)C)C4(C1=CC(=O)CC4)C. Drug 2: C1=CN(C=N1)CC(O)(P(=O)(O)O)P(=O)(O)O. Cell line: SN12C. Synergy scores: CSS=5.24, Synergy_ZIP=-1.07, Synergy_Bliss=3.61, Synergy_Loewe=3.72, Synergy_HSA=3.66. (2) Drug 1: CC1=C(C(CCC1)(C)C)C=CC(=CC=CC(=CC(=O)O)C)C. Drug 2: CS(=O)(=O)CCNCC1=CC=C(O1)C2=CC3=C(C=C2)N=CN=C3NC4=CC(=C(C=C4)OCC5=CC(=CC=C5)F)Cl. Cell line: HS 578T. Synergy scores: CSS=4.25, Synergy_ZIP=-3.12, Synergy_Bliss=0.640, Synergy_Loewe=0.0471, Synergy_HSA=1.27. (3) Drug 2: CC1C(C(CC(O1)OC2CC(CC3=C2C(=C4C(=C3O)C(=O)C5=C(C4=O)C(=CC=C5)OC)O)(C(=O)C)O)N)O.Cl. Synergy scores: CSS=12.5, Synergy_ZIP=12.0, Synergy_Bliss=11.4, Synergy_Loewe=6.04, Synergy_HSA=11.7. Drug 1: CC(C1=C(C=CC(=C1Cl)F)Cl)OC2=C(N=CC(=C2)C3=CN(N=C3)C4CCNCC4)N. Cell line: SK-OV-3. (4) Cell line: SN12C. Drug 2: CN(C)N=NC1=C(NC=N1)C(=O)N. Synergy scores: CSS=3.07, Synergy_ZIP=-0.964, Synergy_Bliss=-0.513, Synergy_Loewe=-0.213, Synergy_HSA=-0.261. Drug 1: CC1=CC2C(CCC3(C2CCC3(C(=O)C)OC(=O)C)C)C4(C1=CC(=O)CC4)C. (5) Drug 1: CCCS(=O)(=O)NC1=C(C(=C(C=C1)F)C(=O)C2=CNC3=C2C=C(C=N3)C4=CC=C(C=C4)Cl)F. Drug 2: CCCS(=O)(=O)NC1=C(C(=C(C=C1)F)C(=O)C2=CNC3=C2C=C(C=N3)C4=CC=C(C=C4)Cl)F. Cell line: ACHN. Synergy scores: CSS=31.3, Synergy_ZIP=-4.90, Synergy_Bliss=1.67, Synergy_Loewe=-7.55, Synergy_HSA=1.61. (6) Drug 1: CC1=C2C(C(=O)C3(C(CC4C(C3C(C(C2(C)C)(CC1OC(=O)C(C(C5=CC=CC=C5)NC(=O)OC(C)(C)C)O)O)OC(=O)C6=CC=CC=C6)(CO4)OC(=O)C)OC)C)OC. Drug 2: CN(CCCl)CCCl.Cl. Cell line: A549. Synergy scores: CSS=38.1, Synergy_ZIP=-6.95, Synergy_Bliss=-13.1, Synergy_Loewe=-20.0, Synergy_HSA=-10.6. (7) Drug 1: C1C(C(OC1N2C=C(C(=O)NC2=O)F)CO)O. Drug 2: CC1CCC2CC(C(=CC=CC=CC(CC(C(=O)C(C(C(=CC(C(=O)CC(OC(=O)C3CCCCN3C(=O)C(=O)C1(O2)O)C(C)CC4CCC(C(C4)OC)O)C)C)O)OC)C)C)C)OC. Cell line: NCI-H522. Synergy scores: CSS=4.22, Synergy_ZIP=5.52, Synergy_Bliss=3.10, Synergy_Loewe=-1.15, Synergy_HSA=-1.16. (8) Drug 1: CC1=C(C=C(C=C1)NC2=NC=CC(=N2)N(C)C3=CC4=NN(C(=C4C=C3)C)C)S(=O)(=O)N.Cl. Drug 2: C1CC(C1)(C(=O)O)C(=O)O.[NH2-].[NH2-].[Pt+2]. Cell line: NCI/ADR-RES. Synergy scores: CSS=8.64, Synergy_ZIP=-2.00, Synergy_Bliss=2.71, Synergy_Loewe=-1.64, Synergy_HSA=1.55. (9) Drug 1: C1=CC(=C2C(=C1NCCNCCO)C(=O)C3=C(C=CC(=C3C2=O)O)O)NCCNCCO. Drug 2: CC1OCC2C(O1)C(C(C(O2)OC3C4COC(=O)C4C(C5=CC6=C(C=C35)OCO6)C7=CC(=C(C(=C7)OC)O)OC)O)O. Cell line: OVCAR-8. Synergy scores: CSS=61.7, Synergy_ZIP=3.83, Synergy_Bliss=3.08, Synergy_Loewe=0.000415, Synergy_HSA=7.67. (10) Drug 1: CC1OCC2C(O1)C(C(C(O2)OC3C4COC(=O)C4C(C5=CC6=C(C=C35)OCO6)C7=CC(=C(C(=C7)OC)O)OC)O)O. Drug 2: C1=NC2=C(N1)C(=S)N=C(N2)N. Cell line: SN12C. Synergy scores: CSS=28.5, Synergy_ZIP=-14.4, Synergy_Bliss=-6.40, Synergy_Loewe=-11.3, Synergy_HSA=-1.80.